This data is from Reaction yield outcomes from USPTO patents with 853,638 reactions. The task is: Predict the reaction yield, written as a fraction of the theoretical maximum amount of product (1.0 means a 100% yield; for example, 0.34 means a 34% yield). (1) The yield is 0.990. The reactants are [Cl:1][C:2]1[N:7]=[CH:6][C:5]([S:8](Cl)(=[O:10])=[O:9])=[CH:4][CH:3]=1.C(N(CC)CC)C.[NH2:19][CH:20]1[CH2:25][CH2:24][N:23]([C:26]([O:28][C:29]([CH3:32])([CH3:31])[CH3:30])=[O:27])[CH2:22][CH2:21]1.O. The catalyst is ClCCl. The product is [Cl:1][C:2]1[N:7]=[CH:6][C:5]([S:8]([NH:19][CH:20]2[CH2:21][CH2:22][N:23]([C:26]([O:28][C:29]([CH3:32])([CH3:31])[CH3:30])=[O:27])[CH2:24][CH2:25]2)(=[O:10])=[O:9])=[CH:4][CH:3]=1. (2) The reactants are [OH:1][C:2]1[CH:3]=[C:4]2[C:9](=[CH:10][CH:11]=1)[N:8]=[C:7]([CH2:12][N:13]1[CH2:18][CH2:17][CH:16]([C:19]([O:21][CH3:22])=[O:20])[CH2:15][CH2:14]1)[N:6]=[CH:5]2.[C:23]([C@@H:27]1[CH2:32][CH2:31][C@H:30](O)[CH2:29][CH2:28]1)([CH3:26])([CH3:25])[CH3:24].C1C=CC(P(C2C=CC=CC=2)C2C=CC=CC=2)=CC=1.CC(OC(/N=N/C(OC(C)C)=O)=O)C. The catalyst is O.C1COCC1. The product is [C:23]([C@H:27]1[CH2:32][CH2:31][C@H:30]([O:1][C:2]2[CH:3]=[C:4]3[C:9](=[CH:10][CH:11]=2)[N:8]=[C:7]([CH2:12][N:13]2[CH2:14][CH2:15][CH:16]([C:19]([O:21][CH3:22])=[O:20])[CH2:17][CH2:18]2)[N:6]=[CH:5]3)[CH2:29][CH2:28]1)([CH3:26])([CH3:25])[CH3:24]. The yield is 0.200. (3) The reactants are C([O:8][C:9]1[CH:14]=[CH:13][C:12]([C:15]2[CH2:19][O:18][C:17](=[O:20])[C:16]=2[C:21]2[CH:26]=[CH:25][C:24]([O:27][CH3:28])=[CH:23][CH:22]=2)=[CH:11][CH:10]=1)C1C=CC=CC=1. The catalyst is CO.[OH-].[OH-].[Pd+2]. The product is [OH:8][C:9]1[CH:10]=[CH:11][C:12]([C:15]2[CH2:19][O:18][C:17](=[O:20])[C:16]=2[C:21]2[CH:26]=[CH:25][C:24]([O:27][CH3:28])=[CH:23][CH:22]=2)=[CH:13][CH:14]=1. The yield is 0.810. (4) The reactants are [CH2:1]([NH:5][CH2:6][CH:7]([CH3:9])[CH3:8])[CH:2]([CH3:4])[CH3:3].[Br:10][C:11]1[CH:16]=[CH:15][C:14](F)=[C:13]([N+:18]([O-:20])=[O:19])[CH:12]=1. The catalyst is C(OCC)(=O)C. The product is [Br:10][C:11]1[CH:16]=[CH:15][C:14]([N:5]([CH2:6][CH:7]([CH3:9])[CH3:8])[CH2:1][CH:2]([CH3:4])[CH3:3])=[C:13]([N+:18]([O-:20])=[O:19])[CH:12]=1. The yield is 0.870. (5) The reactants are [CH2:1]([O:4][CH2:5][CH2:6][CH2:7][CH2:8][CH2:9][CH2:10][OH:11])[CH2:2][CH3:3].C1C=C[NH+]=CC=1.C1C=C[NH+]=CC=1.[O-][Cr](O[Cr]([O-])(=O)=O)(=O)=O.ClCCl.C([O-])(=O)C.[Na+]. The catalyst is C(OCC)(=O)C. The product is [CH2:1]([O:4][CH2:5][CH2:6][CH2:7][CH2:8][CH2:9][CH:10]=[O:11])[CH2:2][CH3:3]. The yield is 0.710. (6) The reactants are [CH:1]1([NH2:7])[CH2:6][CH2:5][CH2:4][CH2:3][CH2:2]1.C([O:10][C:11]([C:13]1[C:14](=[O:24])[NH:15][C:16]2[C:21]([C:22]=1[OH:23])=[CH:20][CH:19]=[CH:18][CH:17]=2)=O)C. The catalyst is C1(C)C=CC=CC=1.O. The product is [CH:1]1([NH:7][C:11]([C:13]2[C:14](=[O:24])[NH:15][C:16]3[C:21]([C:22]=2[OH:23])=[CH:20][CH:19]=[CH:18][CH:17]=3)=[O:10])[CH2:6][CH2:5][CH2:4][CH2:3][CH2:2]1. The yield is 0.870. (7) The reactants are [F:1][C:2]1[CH:7]=[CH:6][CH:5]=[C:4]([F:8])[C:3]=1[N:9]1[C:14]2[N:15]=[C:16](S(C)(=O)=O)[N:17]=[C:18]([C:19]3[CH:24]=[CH:23][C:22]([F:25])=[CH:21][C:20]=3[CH3:26])[C:13]=2[CH:12]=[CH:11][C:10]1=[O:31].[NH2:32][CH:33]([CH2:36][OH:37])[CH2:34][OH:35].O.CCOCC. The catalyst is CN1CCCC1=O.CCOC(C)=O. The product is [F:1][C:2]1[CH:7]=[CH:6][CH:5]=[C:4]([F:8])[C:3]=1[N:9]1[C:14]2[N:15]=[C:16]([NH:32][CH:33]([CH2:36][OH:37])[CH2:34][OH:35])[N:17]=[C:18]([C:19]3[CH:24]=[CH:23][C:22]([F:25])=[CH:21][C:20]=3[CH3:26])[C:13]=2[CH:12]=[CH:11][C:10]1=[O:31]. The yield is 0.920. (8) The product is [Cl:1][C:2]1[CH:7]=[CH:6][C:5]([C:8]2[N:12]([C:13]3[CH:18]=[CH:17][CH:16]=[CH:15][C:14]=3[OH:19])[N:11]=[C:10]([CH:21]3[CH2:26][C:25]([CH3:28])([CH3:27])[O:24][C:23]([CH3:30])([CH3:29])[CH2:22]3)[CH:9]=2)=[CH:4][CH:3]=1. The reactants are [Cl:1][C:2]1[CH:7]=[CH:6][C:5]([C:8]2[N:12]([C:13]3[CH:18]=[CH:17][CH:16]=[CH:15][C:14]=3[O:19]C)[N:11]=[C:10]([CH:21]3[CH2:26][C:25]([CH3:28])([CH3:27])[O:24][C:23]([CH3:30])([CH3:29])[CH2:22]3)[CH:9]=2)=[CH:4][CH:3]=1.B(Br)(Br)Br. The catalyst is C(Cl)Cl. The yield is 0.590. (9) The reactants are [NH2:1][C:2]1[CH:3]=[C:4]([CH:7]=[C:8]([C:10]([F:13])([F:12])[F:11])[CH:9]=1)[C:5]#[N:6].Cl[C:15]1[CH:16]=[C:17]([N:26](CC2C=CC(OC)=CC=2)[CH2:27][CH2:28][O:29][CH3:30])[C:18]2[N:19]([C:21]([C:24]#[N:25])=[CH:22][N:23]=2)[N:20]=1.C(=O)([O-])[O-].[Cs+].[Cs+].CC1(C)C2C(=C(P(C3C=CC=CC=3)C3C=CC=CC=3)C=CC=2)OC2C(P(C3C=CC=CC=3)C3C=CC=CC=3)=CC=CC1=2.C([SiH](CC)CC)C.C(O)(C(F)(F)F)=O.Cl.CC#N. The catalyst is CC(N(C)C)=O.[Cu]I.C1C=CC(/C=C/C(/C=C/C2C=CC=CC=2)=O)=CC=1.C1C=CC(/C=C/C(/C=C/C2C=CC=CC=2)=O)=CC=1.C1C=CC(/C=C/C(/C=C/C2C=CC=CC=2)=O)=CC=1.[Pd].[Pd].CO. The product is [C:5]([C:4]1[CH:3]=[C:2]([NH:1][C:15]2[CH:16]=[C:17]([NH:26][CH2:27][CH2:28][O:29][CH3:30])[C:18]3[N:19]([C:21]([C:24]#[N:25])=[CH:22][N:23]=3)[N:20]=2)[CH:9]=[C:8]([C:10]([F:11])([F:12])[F:13])[CH:7]=1)#[N:6]. The yield is 0.673. (10) The reactants are [F:1][C:2]1[CH:7]=[CH:6][C:5]([NH:8][C:9]([C:11]2[C:19]3[C:14](=[CH:15][CH:16]=[C:17]([N+:20]([O-])=O)[CH:18]=3)[NH:13][N:12]=2)=[O:10])=[CH:4][CH:3]=1.C(O)C. The catalyst is [Pd].CN(C=O)C. The product is [F:1][C:2]1[CH:3]=[CH:4][C:5]([NH:8][C:9]([C:11]2[C:19]3[C:14](=[CH:15][CH:16]=[C:17]([NH2:20])[CH:18]=3)[NH:13][N:12]=2)=[O:10])=[CH:6][CH:7]=1. The yield is 0.750.